From a dataset of Catalyst prediction with 721,799 reactions and 888 catalyst types from USPTO. Predict which catalyst facilitates the given reaction. (1) Reactant: [H-].[Na+].[C:3]([C:5]1[CH:10]=[CH:9][CH:8]=[CH:7][N:6]=1)#[N:4].[NH2:11][C:12]([NH2:14])=[O:13].S(=O)(=O)(O)O. Product: [N:6]1[CH:7]=[CH:8][CH:9]=[CH:10][C:5]=1[C:3]1[N:4]=[C:3]([C:5]2[CH:10]=[CH:9][CH:8]=[CH:7][N:6]=2)[N:14]=[C:12]([OH:13])[N:11]=1. The catalyst class is: 16. (2) Reactant: C[Al](C)C.[NH2:5][C:6]1[CH:25]=[C:24]([C:26]([NH2:28])=[O:27])[CH:23]=[CH:22][C:7]=1[O:8][C@H:9]1[CH2:14][CH2:13][CH2:12][N:11]([C:15]([O:17][C:18]([CH3:21])([CH3:20])[CH3:19])=[O:16])[CH2:10]1.[C:29](#[N:36])[C:30]1[CH:35]=[CH:34][CH:33]=[CH:32][CH:31]=1. Product: [NH2:28][C:26]([C:24]1[CH:23]=[CH:22][C:7]([O:8][C@H:9]2[CH2:14][CH2:13][CH2:12][N:11]([C:15]([O:17][C:18]([CH3:21])([CH3:20])[CH3:19])=[O:16])[CH2:10]2)=[C:6]([NH:5][C:29](=[NH:36])[C:30]2[CH:35]=[CH:34][CH:33]=[CH:32][CH:31]=2)[CH:25]=1)=[O:27]. The catalyst class is: 1. (3) Reactant: [CH3:1][C:2]1[CH:3]=[CH:4][C:5]([C:21]([NH:23][C:24]2[CH:25]=[C:26]([C:36]([F:39])([F:38])[F:37])[CH:27]=[C:28]([N:30]3[CH:34]=[N:33][C:32]([CH3:35])=[CH:31]3)[CH:29]=2)=[O:22])=[CH:6][C:7]=1[NH:8][C:9]1[N:10]=[CH:11][CH:12]=[C:13]([C:15]2[CH:16]=[CH:17][CH:18]=[N:19][CH:20]=2)[N:14]=1.[ClH:40]. Product: [CH3:1][C:2]1[CH:3]=[CH:4][C:5]([C:21]([NH:23][C:24]2[CH:25]=[C:26]([C:36]([F:38])([F:39])[F:37])[CH:27]=[C:28]([N:30]3[CH:34]=[N:33][C:32]([CH3:35])=[CH:31]3)[CH:29]=2)=[O:22])=[CH:6][C:7]=1[NH:8][C:9]1[N:10]=[CH:11][CH:12]=[C:13]([C:15]2[CH:16]=[CH:17][CH:18]=[N:19][CH:20]=2)[N:14]=1.[ClH:40]. The catalyst class is: 32. (4) Reactant: Br[C:2]1[CH:3]=[C:4]2[C:9](=[CH:10][CH:11]=1)[N:8]=[C:7]([O:12][CH3:13])[C:6]([CH2:14][C:15]1[CH:20]=[CH:19][C:18]([C:21]([F:24])([F:23])[F:22])=[CH:17][CH:16]=1)=[C:5]2[Cl:25].[Li]CCCC.[CH3:31][C:32]1[N:39]=[C:38]([CH3:40])[CH:37]=[CH:36][C:33]=1[CH:34]=[O:35]. Product: [Cl:25][C:5]1[C:4]2[C:9](=[CH:10][CH:11]=[C:2]([CH:34]([C:33]3[C:32]([CH3:31])=[N:39][C:38]([CH3:40])=[CH:37][CH:36]=3)[OH:35])[CH:3]=2)[N:8]=[C:7]([O:12][CH3:13])[C:6]=1[CH2:14][C:15]1[CH:20]=[CH:19][C:18]([C:21]([F:24])([F:23])[F:22])=[CH:17][CH:16]=1. The catalyst class is: 1. (5) Reactant: [CH3:1][C:2]([CH3:9])=[CH:3][C:4]([N:6]=C=S)=O.[CH3:10][NH:11][CH:12]1[CH2:14][CH2:13]1.C(=O)([O-])[O-].[Na+].[Na+].I[CH3:22].[CH3:23][NH:24][NH2:25]. Product: [CH:12]1([N:11]([CH3:10])[C:23]2[N:6]=[C:4]([CH:3]=[C:2]([CH3:9])[CH3:1])[N:25]([CH3:22])[N:24]=2)[CH2:14][CH2:13]1. The catalyst class is: 7. (6) Reactant: [O:1]1[C:5]2([CH2:10][CH2:9][CH:8]([CH2:11][OH:12])[CH2:7][CH2:6]2)[O:4][CH2:3][CH2:2]1.C(N(C(C)C)C(C)C)C.[CH3:22][S:23](Cl)(=[O:25])=[O:24]. Product: [O:1]1[C:5]2([CH2:10][CH2:9][CH:8]([CH2:11][O:12][S:23]([CH3:22])(=[O:25])=[O:24])[CH2:7][CH2:6]2)[O:4][CH2:3][CH2:2]1. The catalyst class is: 2.